Dataset: Reaction yield outcomes from USPTO patents with 853,638 reactions. Task: Predict the reaction yield, written as a fraction of the theoretical maximum amount of product (1.0 means a 100% yield; for example, 0.34 means a 34% yield). (1) The reactants are [Br:1][C:2]1[C:3]([OH:19])=[C:4]([CH2:9][NH:10][NH:11]C(OC(C)(C)C)=O)[CH:5]=[C:6]([Cl:8])[CH:7]=1.Cl. The catalyst is C1COCC1. The product is [ClH:8].[Br:1][C:2]1[CH:7]=[C:6]([Cl:8])[CH:5]=[C:4]([CH2:9][NH:10][NH2:11])[C:3]=1[OH:19]. The yield is 1.00. (2) The reactants are [CH2:1]([O:8][C:9]1[CH:10]=[CH:11][C:12]([O:21][CH3:22])=[C:13]([N:15]([CH2:19][CH3:20])[C:16](=O)[CH3:17])[CH:14]=1)[C:2]1[CH:7]=[CH:6][CH:5]=[CH:4][CH:3]=1.CO. The catalyst is C1COCC1. The product is [CH2:1]([O:8][C:9]1[CH:10]=[CH:11][C:12]([O:21][CH3:22])=[C:13]([CH:14]=1)[N:15]([CH2:16][CH3:17])[CH2:19][CH3:20])[C:2]1[CH:3]=[CH:4][CH:5]=[CH:6][CH:7]=1. The yield is 0.330.